Dataset: Reaction yield outcomes from USPTO patents with 853,638 reactions. Task: Predict the reaction yield, written as a fraction of the theoretical maximum amount of product (1.0 means a 100% yield; for example, 0.34 means a 34% yield). (1) The reactants are [CH3:1][CH:2]([S:4][C:5]1[CH:10]=[CH:9][C:8](B(O)O)=[CH:7][CH:6]=1)[CH3:3].Br[C:15]1[CH:20]=[CH:19][C:18]([O:21][CH2:22][CH:23]2[CH2:28][CH2:27][N:26]([C:29]3[O:33][N:32]=[C:31]([CH:34]([CH3:36])[CH3:35])[N:30]=3)[CH2:25][CH2:24]2)=[CH:17][CH:16]=1.C([O-])([O-])=O.[Na+].[Na+]. The catalyst is Cl[Pd](Cl)([P](C1C=CC=CC=1)(C1C=CC=CC=1)C1C=CC=CC=1)[P](C1C=CC=CC=1)(C1C=CC=CC=1)C1C=CC=CC=1.COCCOC. The product is [CH3:36][CH:34]([C:31]1[N:30]=[C:29]([N:26]2[CH2:25][CH2:24][CH:23]([CH2:22][O:21][C:18]3[CH:17]=[CH:16][C:15]([C:8]4[CH:9]=[CH:10][C:5]([S:4][CH:2]([CH3:3])[CH3:1])=[CH:6][CH:7]=4)=[CH:20][CH:19]=3)[CH2:28][CH2:27]2)[O:33][N:32]=1)[CH3:35]. The yield is 0.0500. (2) The yield is 0.691. The product is [Cl:1][C:2]1[N:3]=[C:4]([NH:19][CH3:18])[C:5]2[CH2:10][CH2:9][CH:8]([C:11]3[CH:16]=[CH:15][CH:14]=[CH:13][CH:12]=3)[C:6]=2[N:7]=1. The reactants are [Cl:1][C:2]1[N:3]=[C:4](Cl)[C:5]2[CH2:10][CH2:9][CH:8]([C:11]3[CH:16]=[CH:15][CH:14]=[CH:13][CH:12]=3)[C:6]=2[N:7]=1.[CH3:18][NH2:19]. The catalyst is C1COCC1. (3) The reactants are [CH:1]1([C:4]2[CH:5]=[N:6][CH:7]=[CH:8][C:9]=2[O:10][CH2:11][C:12]([F:15])([F:14])[F:13])[CH2:3][CH2:2]1.C1C=C(Cl)C=C(C(OO)=[O:24])C=1. The catalyst is C(Cl)Cl. The product is [CH:1]1([C:4]2[CH:5]=[N+:6]([O-:24])[CH:7]=[CH:8][C:9]=2[O:10][CH2:11][C:12]([F:15])([F:13])[F:14])[CH2:3][CH2:2]1. The yield is 0.680. (4) The reactants are [CH3:1][O:2][C:3]([C:5]1[CH:10]=[CH:9][C:8]([N:11]([CH2:15][CH2:16][CH2:17][CH2:18][CH3:19])[C:12](Cl)=[O:13])=[CH:7][CH:6]=1)=[O:4].[CH3:20][C:21]1([CH3:34])[CH2:30][CH2:29][C:28]([CH3:32])([CH3:31])[C:27]2[CH:26]=[C:25]([NH2:33])[CH:24]=[CH:23][C:22]1=2. The catalyst is N1C=CC=CC=1. The product is [CH2:15]([N:11]([C:8]1[CH:9]=[CH:10][C:5]([C:3]([O:2][CH3:1])=[O:4])=[CH:6][CH:7]=1)[C:12]([NH:33][C:25]1[CH:24]=[CH:23][C:22]2[C:21]([CH3:34])([CH3:20])[CH2:30][CH2:29][C:28]([CH3:32])([CH3:31])[C:27]=2[CH:26]=1)=[O:13])[CH2:16][CH2:17][CH2:18][CH3:19]. The yield is 0.670.